Dataset: Reaction yield outcomes from USPTO patents with 853,638 reactions. Task: Predict the reaction yield, written as a fraction of the theoretical maximum amount of product (1.0 means a 100% yield; for example, 0.34 means a 34% yield). The reactants are [CH:1](=O)[CH:2]([CH3:4])[CH3:3].[CH3:6][O:7][C:8](=[O:12])[CH2:9][C:10]#[N:11].[OH-].[NH4+].C(O)(=O)C. The catalyst is C1(C)C=CC=CC=1. The product is [CH3:6][O:7][C:8](=[O:12])[C:9]([C:10]#[N:11])=[CH:1][CH:2]([CH3:4])[CH3:3]. The yield is 0.900.